From a dataset of Reaction yield outcomes from USPTO patents with 853,638 reactions. Predict the reaction yield, written as a fraction of the theoretical maximum amount of product (1.0 means a 100% yield; for example, 0.34 means a 34% yield). (1) The reactants are C([NH:5][S:6]([C:9]1[CH:14]=[CH:13][C:12]([C:15]2[N:16]=[CH:17][N:18]([C:20]3[N:25]=[C:24]([C:26]([F:29])([F:28])[F:27])[CH:23]=[C:22]([C:30]4[CH:35]=[CH:34][C:33]([Cl:36])=[C:32]([Cl:37])[CH:31]=4)[N:21]=3)[CH:19]=2)=[CH:11][CH:10]=1)(=[O:8])=[O:7])(C)(C)C.C(O)(C(F)(F)F)=O. The catalyst is ClCCl. The product is [Cl:37][C:32]1[CH:31]=[C:30]([C:22]2[CH:23]=[C:24]([C:26]([F:27])([F:28])[F:29])[N:25]=[C:20]([N:18]3[CH:19]=[C:15]([C:12]4[CH:11]=[CH:10][C:9]([S:6]([NH2:5])(=[O:7])=[O:8])=[CH:14][CH:13]=4)[N:16]=[CH:17]3)[N:21]=2)[CH:35]=[CH:34][C:33]=1[Cl:36]. The yield is 0.110. (2) The reactants are C[O:2][CH:3](O)[C:4]1[CH:9]=[C:8]([N+:10]([O-:12])=[O:11])[CH:7]=[CH:6][C:5]=1[O:13][CH3:14].OCC1C=C([N+]([O-])=O)C=CC=1O. No catalyst specified. The product is [CH3:14][O:13][C:5]1[CH:6]=[CH:7][C:8]([N+:10]([O-:12])=[O:11])=[CH:9][C:4]=1[CH2:3][OH:2]. The yield is 0.760. (3) The reactants are BrC1C=C(Br)C2N(C(C(=O)C)=C(C3C=CC(F)=CC=3)N=2)C=1.[Br:22][C:23]1[CH:24]=[C:25]([Br:46])[C:26]2[N:27]([C:29]([C:39](=O)/[CH:40]=[CH:41]/N(C)C)=[C:30]([C:32]3[CH:37]=[CH:36][C:35]([F:38])=[CH:34][CH:33]=3)[N:31]=2)[CH:28]=1.[CH:47]1([NH:52][C:53]([NH2:55])=[NH:54])[CH2:51][CH2:50][CH2:49][CH2:48]1. The catalyst is COC(OC)N(C)C. The product is [CH:47]1([NH:52][C:53]2[N:55]=[C:39]([C:29]3[N:27]4[CH:28]=[C:23]([Br:22])[CH:24]=[C:25]([Br:46])[C:26]4=[N:31][C:30]=3[C:32]3[CH:37]=[CH:36][C:35]([F:38])=[CH:34][CH:33]=3)[CH:40]=[CH:41][N:54]=2)[CH2:51][CH2:50][CH2:49][CH2:48]1. The yield is 0.540. (4) The reactants are [CH3:1][S:2]([C:5]1[CH:10]=[CH:9][C:8]([NH:11][C:12]([C:14]2[CH:18]=[C:17]([CH3:19])[N:16]([C:20]3[CH:25]=[CH:24][CH:23]=[CH:22][C:21]=3Br)[C:15]=2[CH3:27])=[O:13])=[CH:7][CH:6]=1)(=[O:4])=[O:3].[Cl:28][C:29]1[CH:30]=[C:31](B(O)O)[CH:32]=[CH:33][CH:34]=1. The catalyst is COCCOC.CCO.C([O-])([O-])=O.[Na+].[Na+].C1C=CC(P(C2C=CC=CC=2)[C-]2C=CC=C2)=CC=1.C1C=CC(P(C2C=CC=CC=2)[C-]2C=CC=C2)=CC=1.Cl[Pd]Cl.[Fe+2]. The product is [CH3:1][S:2]([C:5]1[CH:10]=[CH:9][C:8]([NH:11][C:12]([C:14]2[CH:18]=[C:17]([CH3:19])[N:16]([C:20]3[CH:25]=[CH:24][CH:23]=[CH:22][C:21]=3[C:33]3[CH:32]=[CH:31][CH:30]=[C:29]([Cl:28])[CH:34]=3)[C:15]=2[CH3:27])=[O:13])=[CH:7][CH:6]=1)(=[O:4])=[O:3]. The yield is 0.480. (5) The reactants are [C:1]([C:3]1[CH:8]=[CH:7][C:6]([C:9]2[CH:10]=[N:11][N:12]([C:15]3[CH:23]=[CH:22][C:18]([C:19](O)=[O:20])=[CH:17][N:16]=3)[C:13]=2[OH:14])=[C:5]([CH3:24])[CH:4]=1)#[N:2].[CH2:25]1[C:28]2([CH2:31][NH:30][CH2:29]2)[CH2:27][O:26]1.C(N(CC)CC)C.Cl.CN(C)CCCN=C=NCC. The catalyst is C(#N)C.CN(C=O)C.[OH-].[Na+]. The product is [CH2:25]1[C:28]2([CH2:31][N:30]([C:19]([C:18]3[CH:22]=[CH:23][C:15]([N:12]4[C:13]([OH:14])=[C:9]([C:6]5[CH:7]=[CH:8][C:3]([C:1]#[N:2])=[CH:4][C:5]=5[CH3:24])[CH:10]=[N:11]4)=[N:16][CH:17]=3)=[O:20])[CH2:29]2)[CH2:27][O:26]1. The yield is 0.106. (6) The reactants are C([N-:4]C(C)C)(C)C.[Li+].[C:9]1(=[O:15])[CH2:14][CH2:13][CH2:12][CH2:11][CH2:10]1.[NH4+].[Cl-].[CH3:18][CH2:19][CH2:20][CH2:21][CH2:22]C.[CH2:24]1[CH2:28][O:27][CH2:26][CH2:25]1. No catalyst specified. The product is [C:22]([CH:21]([C:20]1[CH:25]=[CH:24][C:28]([O:27][CH3:26])=[CH:18][CH:19]=1)[C:9]1([OH:15])[CH2:14][CH2:13][CH2:12][CH2:11][CH2:10]1)#[N:4]. The yield is 0.807. (7) The reactants are [CH3:1][C:2]1[C:6]([CH2:7][N:8]2[CH:12]=[C:11]([NH2:13])[CH:10]=[N:9]2)=[C:5]([CH3:14])[O:4][N:3]=1.[CH2:15]([N:23]=[C:24]=[O:25])[CH2:16][C:17]1[CH:22]=[CH:21][CH:20]=[CH:19][CH:18]=1. No catalyst specified. The product is [CH3:1][C:2]1[C:6]([CH2:7][N:8]2[CH:12]=[C:11]([NH:13][C:24]([NH:23][CH2:15][CH2:16][C:17]3[CH:22]=[CH:21][CH:20]=[CH:19][CH:18]=3)=[O:25])[CH:10]=[N:9]2)=[C:5]([CH3:14])[O:4][N:3]=1. The yield is 0.290. (8) The reactants are Br[C:2]1[N:7]=[C:6]([Cl:8])[C:5]2[N:9]=[C:10]([C:14]3[C:15]([NH2:19])=[N:16][O:17][N:18]=3)[N:11]([CH2:12][CH3:13])[C:4]=2[CH:3]=1.[Li]CCCC.[CH:25](=[O:32])[C:26]1[CH:31]=[CH:30][CH:29]=[CH:28][CH:27]=1. The catalyst is C1COCC1. The product is [NH2:19][C:15]1[C:14]([C:10]2[N:11]([CH2:12][CH3:13])[C:4]3[CH:3]=[C:2]([CH:25]([C:26]4[CH:31]=[CH:30][CH:29]=[CH:28][CH:27]=4)[OH:32])[N:7]=[C:6]([Cl:8])[C:5]=3[N:9]=2)=[N:18][O:17][N:16]=1. The yield is 0.300. (9) The reactants are [O:1]1[CH2:6][CH2:5][CH:4]([C:7]([C:9]2[S:13][C:12]([NH2:14])=[N:11][C:10]=2[C:15]2[O:16][CH:17]=[CH:18][CH:19]=2)=[O:8])[CH2:3][CH2:2]1.[CH3:20][N:21]([CH3:31])[C:22]1[CH:23]=[C:24]([CH:28]=[CH:29][CH:30]=1)[C:25](O)=[O:26].CCN=C=NCCCN(C)C.Cl.O.ON1C2C=CC=CC=2N=N1. The catalyst is CN(C=O)C.O. The product is [CH3:20][N:21]([CH3:31])[C:22]1[CH:23]=[C:24]([CH:28]=[CH:29][CH:30]=1)[C:25]([NH:14][C:12]1[S:13][C:9]([C:7]([CH:4]2[CH2:5][CH2:6][O:1][CH2:2][CH2:3]2)=[O:8])=[C:10]([C:15]2[O:16][CH:17]=[CH:18][CH:19]=2)[N:11]=1)=[O:26]. The yield is 0.410.